From a dataset of Full USPTO retrosynthesis dataset with 1.9M reactions from patents (1976-2016). Predict the reactants needed to synthesize the given product. Given the product [C:14]([O:18][C:19](=[O:30])[N:20]([CH:22]1[CH2:23][CH2:24][CH:25]([CH:28]=[O:29])[CH2:26][CH2:27]1)[CH3:21])([CH3:15])([CH3:17])[CH3:16], predict the reactants needed to synthesize it. The reactants are: C(=O)=O.CS(C)=O.C(Cl)(=O)C(Cl)=O.[C:14]([O:18][C:19](=[O:30])[N:20]([C@H:22]1[CH2:27][CH2:26][C@H:25]([CH2:28][OH:29])[CH2:24][CH2:23]1)[CH3:21])([CH3:17])([CH3:16])[CH3:15].CCN(CC)CC.